Dataset: Full USPTO retrosynthesis dataset with 1.9M reactions from patents (1976-2016). Task: Predict the reactants needed to synthesize the given product. (1) Given the product [O:32]1[C:36]2[CH:37]=[CH:38][C:39]([O:41][C:42]3[CH:49]=[CH:48][C:45]([CH2:46][NH:47][C:4](=[O:6])[C:3]4[CH:7]=[CH:8][CH:9]=[N:10][C:2]=4[NH2:1])=[CH:44][CH:43]=3)=[CH:40][C:35]=2[O:34][CH2:33]1, predict the reactants needed to synthesize it. The reactants are: [NH2:1][C:2]1[N:10]=[CH:9][CH:8]=[CH:7][C:3]=1[C:4]([OH:6])=O.ON1C2C=CC=CC=2N=N1.CCN=C=NCCCN(C)C.[O:32]1[C:36]2[CH:37]=[CH:38][C:39]([O:41][C:42]3[CH:49]=[CH:48][C:45]([CH2:46][NH2:47])=[CH:44][CH:43]=3)=[CH:40][C:35]=2[O:34][CH2:33]1.C(=O)(O)[O-].[Na+]. (2) Given the product [CH3:1][N:2]1[C@@H:11]([C@H:12]2[O:21][C:19](=[O:20])[C:18]3[C:17]([O:22][CH3:23])=[C:16]([O:24][CH3:25])[CH:15]=[CH:14][C:13]2=3)[C:10]2[C:9]([O:26][CH3:27])=[C:8]3[O:28][CH2:29][O:30][C:7]3=[C:6]([Br:31])[C:5]=2[CH2:4][CH2:3]1, predict the reactants needed to synthesize it. The reactants are: [CH3:1][N:2]1[C@@H:11]([C@H:12]2[O:21][C:19](=[O:20])[C:18]3[C:17]([O:22][CH3:23])=[C:16]([O:24][CH3:25])[CH:15]=[CH:14][C:13]2=3)[C:10]2[C:9]([O:26][CH3:27])=[C:8]3[O:28][CH2:29][O:30][C:7]3=[CH:6][C:5]=2[CH2:4][CH2:3]1.[BrH:31].O.[Br]. (3) Given the product [C:4]([CH2:5][CH2:6][CH2:7][NH:8][C:9](=[O:44])[CH2:10][C:11]1[CH:12]=[C:13]([CH:19]=[CH:20][C:21]=1[O:22][CH2:23][CH2:24][CH2:25][C:26]1[CH:31]=[CH:30][C:29]([O:32][CH2:33][CH2:34][CH2:35][CH2:36][O:37][C:38]2[CH:43]=[CH:42][CH:41]=[CH:40][CH:39]=2)=[CH:28][CH:27]=1)[C:14]([OH:16])=[O:15])([OH:45])=[O:3], predict the reactants needed to synthesize it. The reactants are: C([O:3][C:4](=[O:45])[CH2:5][CH2:6][CH2:7][NH:8][C:9](=[O:44])[CH2:10][C:11]1[CH:12]=[C:13]([CH:19]=[CH:20][C:21]=1[O:22][CH2:23][CH2:24][CH2:25][C:26]1[CH:31]=[CH:30][C:29]([O:32][CH2:33][CH2:34][CH2:35][CH2:36][O:37][C:38]2[CH:43]=[CH:42][CH:41]=[CH:40][CH:39]=2)=[CH:28][CH:27]=1)[C:14]([O:16]CC)=[O:15])C.[OH-].[K+].Cl. (4) Given the product [CH3:4][O:5][CH2:6][O:7][C:8]1[CH:13]=[CH:12][C:11]([C:14](=[N:2][OH:3])[CH2:15][CH2:16][CH3:17])=[CH:10][CH:9]=1, predict the reactants needed to synthesize it. The reactants are: Cl.[NH2:2][OH:3].[CH3:4][O:5][CH2:6][O:7][C:8]1[CH:13]=[CH:12][C:11]([C:14](=O)[CH2:15][CH2:16][CH3:17])=[CH:10][CH:9]=1.N1C=CC=CC=1. (5) Given the product [CH2:32]([N:28]1[CH2:29][CH2:30][CH:25]([C:15]2[C:14]([CH2:13][N:12]([CH3:31])[CH2:11][CH2:10][N:2]([CH3:1])[C:3](=[O:9])[O:4][C:5]([CH3:8])([CH3:7])[CH3:6])=[CH:18][N:17]([CH:19]3[CH2:24][CH2:23][CH2:22][CH2:21][O:20]3)[N:16]=2)[CH2:26][CH2:27]1)[CH:33]([CH3:36])[CH3:34], predict the reactants needed to synthesize it. The reactants are: [CH3:1][N:2]([CH2:10][CH2:11][N:12]([CH3:31])[CH2:13][C:14]1[C:15]([CH:25]2[CH2:30][CH2:29][NH:28][CH2:27][CH2:26]2)=[N:16][N:17]([CH:19]2[CH2:24][CH2:23][CH2:22][CH2:21][O:20]2)[CH:18]=1)[C:3](=[O:9])[O:4][C:5]([CH3:8])([CH3:7])[CH3:6].[CH3:32][CH:33]([CH3:36])[CH:34]=O.[BH-](OC(C)=O)(OC(C)=O)OC(C)=O.[Na+]. (6) The reactants are: [CH3:1][C@H:2]1[NH:7][CH2:6][CH2:5][N:4]([C:8]([O:10][C:11]([CH3:14])([CH3:13])[CH3:12])=[O:9])[CH2:3]1.[CH2:15]=O. Given the product [CH3:1][C@H:2]1[N:7]([CH3:15])[CH2:6][CH2:5][N:4]([C:8]([O:10][C:11]([CH3:13])([CH3:12])[CH3:14])=[O:9])[CH2:3]1, predict the reactants needed to synthesize it. (7) Given the product [F:1][C:2]1[CH:7]=[CH:6][C:5]([NH:8][C:9](=[O:10])[NH2:11])=[CH:4][CH:3]=1, predict the reactants needed to synthesize it. The reactants are: [F:1][C:2]1[CH:7]=[CH:6][C:5]([N:8]=[C:9]=[O:10])=[CH:4][CH:3]=1.[NH2:11]CCCCN1C2C3C=CC=CC=3N=C(N)C=2N=C1C1C=CC=CC=1. (8) Given the product [CH3:3][O:4][C:5](=[O:19])[CH:6]([N:7]1[C:15]2[C:10](=[C:11]([Cl:16])[CH:12]=[CH:13][CH:14]=2)[C:9](=[O:17])[C:8]1=[O:18])[CH2:24][CH:25]1[CH2:29][CH2:28][CH2:27][CH2:26]1, predict the reactants needed to synthesize it. The reactants are: [H-].[Na+].[CH3:3][O:4][C:5](=[O:19])[CH2:6][N:7]1[C:15]2[C:10](=[C:11]([Cl:16])[CH:12]=[CH:13][CH:14]=2)[C:9](=[O:17])[C:8]1=[O:18].COC(=O)C(Br)[CH2:24][CH:25]1[CH2:29][CH2:28][CH2:27][CH2:26]1. (9) Given the product [CH2:24]([O:23][C:21]([CH2:20][C:17]1[C:16]2[C:11]([C:9](=[O:10])[CH2:8][C:7]3[CH:2]=[CH:3][N:4]=[CH:5][CH:6]=3)=[CH:12][CH:13]=[C:14]([O:26][CH3:27])[C:15]=2[O:19][CH:18]=1)=[O:22])[CH3:25], predict the reactants needed to synthesize it. The reactants are: Cl[C:2]1[CH:3]=[N:4][CH:5]=[C:6](Cl)[C:7]=1[CH2:8][C:9]([C:11]1[C:16]2[C:17]([CH2:20][C:21]([O:23][CH2:24][CH3:25])=[O:22])=[CH:18][O:19][C:15]=2[C:14]([O:26][CH3:27])=[CH:13][CH:12]=1)=[O:10].